Regression. Given two drug SMILES strings and cell line genomic features, predict the synergy score measuring deviation from expected non-interaction effect. From a dataset of NCI-60 drug combinations with 297,098 pairs across 59 cell lines. (1) Drug 1: CC1CCC2CC(C(=CC=CC=CC(CC(C(=O)C(C(C(=CC(C(=O)CC(OC(=O)C3CCCCN3C(=O)C(=O)C1(O2)O)C(C)CC4CCC(C(C4)OC)O)C)C)O)OC)C)C)C)OC. Drug 2: C1CN(P(=O)(OC1)NCCCl)CCCl. Cell line: SK-MEL-28. Synergy scores: CSS=14.2, Synergy_ZIP=-2.95, Synergy_Bliss=-0.00700, Synergy_Loewe=-61.5, Synergy_HSA=-1.33. (2) Drug 1: C1CC(=O)NC(=O)C1N2C(=O)C3=CC=CC=C3C2=O. Drug 2: B(C(CC(C)C)NC(=O)C(CC1=CC=CC=C1)NC(=O)C2=NC=CN=C2)(O)O. Cell line: PC-3. Synergy scores: CSS=14.2, Synergy_ZIP=-3.42, Synergy_Bliss=-6.99, Synergy_Loewe=-52.4, Synergy_HSA=-6.46. (3) Drug 1: CC1=C(C(=O)C2=C(C1=O)N3CC4C(C3(C2COC(=O)N)OC)N4)N. Drug 2: C(CN)CNCCSP(=O)(O)O. Cell line: 786-0. Synergy scores: CSS=13.2, Synergy_ZIP=-5.00, Synergy_Bliss=-1.26, Synergy_Loewe=-15.5, Synergy_HSA=-0.638. (4) Drug 1: CC1C(C(CC(O1)OC2CC(CC3=C2C(=C4C(=C3O)C(=O)C5=C(C4=O)C(=CC=C5)OC)O)(C(=O)C)O)N)O.Cl. Drug 2: C(CC(=O)O)C(=O)CN.Cl. Cell line: NCI-H460. Synergy scores: CSS=18.8, Synergy_ZIP=-2.68, Synergy_Bliss=-4.95, Synergy_Loewe=-27.8, Synergy_HSA=-4.29. (5) Drug 2: CC1=C(C=C(C=C1)NC(=O)C2=CC=C(C=C2)CN3CCN(CC3)C)NC4=NC=CC(=N4)C5=CN=CC=C5. Cell line: SF-295. Synergy scores: CSS=24.0, Synergy_ZIP=-7.86, Synergy_Bliss=-1.09, Synergy_Loewe=-2.80, Synergy_HSA=-2.27. Drug 1: CC(CN1CC(=O)NC(=O)C1)N2CC(=O)NC(=O)C2. (6) Drug 1: CCCS(=O)(=O)NC1=C(C(=C(C=C1)F)C(=O)C2=CNC3=C2C=C(C=N3)C4=CC=C(C=C4)Cl)F. Drug 2: CNC(=O)C1=NC=CC(=C1)OC2=CC=C(C=C2)NC(=O)NC3=CC(=C(C=C3)Cl)C(F)(F)F. Cell line: EKVX. Synergy scores: CSS=19.3, Synergy_ZIP=-5.85, Synergy_Bliss=-3.64, Synergy_Loewe=-17.1, Synergy_HSA=-5.30.